Dataset: Forward reaction prediction with 1.9M reactions from USPTO patents (1976-2016). Task: Predict the product of the given reaction. (1) Given the reactants Br[C:2]1[CH:7]=[CH:6][C:5]([C:8]2[NH:12][C:11]([C@@H:13]3[CH2:17][C@H:16]([OH:18])[CH2:15][N:14]3[C:19]([O:21][C:22]([CH3:25])([CH3:24])[CH3:23])=[O:20])=[N:10][CH:9]=2)=[CH:4][CH:3]=1.[B:26]1([B:26]2[O:30][C:29]([CH3:32])([CH3:31])[C:28]([CH3:34])([CH3:33])[O:27]2)[O:30][C:29]([CH3:32])([CH3:31])[C:28]([CH3:34])([CH3:33])[O:27]1.CC([O-])=O.[K+], predict the reaction product. The product is: [OH:18][C@@H:16]1[CH2:15][N:14]([C:19]([O:21][C:22]([CH3:25])([CH3:24])[CH3:23])=[O:20])[C@H:13]([C:11]2[NH:12][C:8]([C:5]3[CH:6]=[CH:7][C:2]([B:26]4[O:30][C:29]([CH3:32])([CH3:31])[C:28]([CH3:34])([CH3:33])[O:27]4)=[CH:3][CH:4]=3)=[CH:9][N:10]=2)[CH2:17]1. (2) Given the reactants [C:1](#[N:3])[CH3:2].[Li+].CCC[CH2-].[F:9][C:10]1[CH:19]=[C:18]([O:20][CH3:21])[CH:17]=[CH:16][C:11]=1[C:12](OC)=[O:13].Cl, predict the reaction product. The product is: [F:9][C:10]1[CH:19]=[C:18]([O:20][CH3:21])[CH:17]=[CH:16][C:11]=1[C:12](=[O:13])[CH2:2][C:1]#[N:3]. (3) Given the reactants [F:1][C:2]1[CH:7]=[C:6]([F:8])[C:5]([F:9])=[CH:4][C:3]=1[NH:10][C:11]1[O:15][C:14]([C:16]([NH:18][C:19]2[CH:20]=[CH:21][C:22]([N:25]3[CH2:30][CH2:29][CH:28]([CH2:31][C:32]([O:34]C)=[O:33])[CH2:27][CH2:26]3)=[N:23][CH:24]=2)=[O:17])=[N:13][N:12]=1.[OH-].[Li+].[ClH:38], predict the reaction product. The product is: [ClH:38].[F:1][C:2]1[CH:7]=[C:6]([F:8])[C:5]([F:9])=[CH:4][C:3]=1[NH:10][C:11]1[O:15][C:14]([C:16]([NH:18][C:19]2[CH:20]=[CH:21][C:22]([N:25]3[CH2:26][CH2:27][CH:28]([CH2:31][C:32]([OH:34])=[O:33])[CH2:29][CH2:30]3)=[N:23][CH:24]=2)=[O:17])=[N:13][N:12]=1. (4) Given the reactants [C:1]1([C:15](O)=[O:16])[C:14]2[C:5](=[CH:6][C:7]3[C:12]([CH:13]=2)=[CH:11][CH:10]=[CH:9][CH:8]=3)[CH:4]=[CH:3][CH:2]=1.C(Cl)(=O)C(Cl)=O.Cl.[F:25][C:26]1[CH:31]=[CH:30][C:29]([CH:32]([OH:46])[CH:33]([NH2:45])[CH2:34][C:35]2[CH:40]=[CH:39][C:38]([C:41]([F:44])([F:43])[F:42])=[CH:37][CH:36]=2)=[CH:28][CH:27]=1.C(=O)([O-])O.[Na+], predict the reaction product. The product is: [F:25][C:26]1[CH:27]=[CH:28][C:29]([CH:32]([OH:46])[CH:33]([NH:45][C:15]([C:1]2[C:14]3[C:5](=[CH:6][C:7]4[C:12]([CH:13]=3)=[CH:11][CH:10]=[CH:9][CH:8]=4)[CH:4]=[CH:3][CH:2]=2)=[O:16])[CH2:34][C:35]2[CH:40]=[CH:39][C:38]([C:41]([F:44])([F:43])[F:42])=[CH:37][CH:36]=2)=[CH:30][CH:31]=1. (5) Given the reactants [S:1]1[C:5]2[C:6]3[CH:14]=[CH:13][C:12]([C:15](=[O:19])[CH:16](Br)[Br:17])=[CH:11][C:7]=3[O:8][CH2:9][CH2:10][C:4]=2[CH:3]=[C:2]1[C:20](=[O:24])[CH:21](Br)[Br:22].CCN(CC)CC.P([O-])(OCC)OCC, predict the reaction product. The product is: [S:1]1[C:5]2[C:6]3[CH:14]=[CH:13][C:12]([C:15](=[O:19])[CH2:16][Br:17])=[CH:11][C:7]=3[O:8][CH2:9][CH2:10][C:4]=2[CH:3]=[C:2]1[C:20](=[O:24])[CH2:21][Br:22]. (6) The product is: [Cl:36][C:33]1[CH:34]=[CH:35][C:30]([N:27]2[CH2:28][CH2:29][CH:24]([C@@H:22]([NH:21][C:16]3[N:15]=[C:14]([N:9]4[C@@H:8]([C@@H:6]([OH:5])[CH3:7])[CH2:12][O:11][C:10]4=[O:13])[C:19]([F:20])=[CH:18][N:17]=3)[CH3:23])[CH2:25][CH2:26]2)=[CH:31][C:32]=1[O:37][C:38]([F:39])([F:40])[F:41]. Given the reactants C([O:5][C@H:6]([C@H:8]1[CH2:12][O:11][C:10](=[O:13])[N:9]1[C:14]1[C:19]([F:20])=[CH:18][N:17]=[C:16]([NH:21][C@H:22]([CH:24]2[CH2:29][CH2:28][N:27]([C:30]3[CH:35]=[CH:34][C:33]([Cl:36])=[C:32]([O:37][C:38]([F:41])([F:40])[F:39])[CH:31]=3)[CH2:26][CH2:25]2)[CH3:23])[N:15]=1)[CH3:7])(C)(C)C.C(O)(C(F)(F)F)=O, predict the reaction product. (7) The product is: [OH:1][CH2:2][CH2:3][N:4]1[C:14]([CH3:15])=[CH:13][C:7]([C:8]([O:10][CH2:11][CH3:12])=[O:9])=[N:5]1. Given the reactants [OH:1][CH2:2][CH2:3][NH:4][NH2:5].O=[C:7]([CH2:13][C:14](=O)[CH3:15])[C:8]([O:10][CH2:11][CH3:12])=[O:9].C(N1C(CC)=CC(C(O)=O)=N1)C, predict the reaction product. (8) Given the reactants [NH:1]1[C:10]2[C:5](=[CH:6][CH:7]=[CH:8][CH:9]=2)[CH2:4][CH2:3][CH2:2]1.[CH:11](=O)[C:12]1[CH:17]=[CH:16][CH:15]=[CH:14][CH:13]=1.[OH-].[Na+], predict the reaction product. The product is: [CH:11](=[C:9]1[C:10]2[N:1]=[CH:2][CH:3]=[CH:4][C:5]=2[CH2:6][CH2:7][CH2:8]1)[C:12]1[CH:17]=[CH:16][CH:15]=[CH:14][CH:13]=1.